From a dataset of Full USPTO retrosynthesis dataset with 1.9M reactions from patents (1976-2016). Predict the reactants needed to synthesize the given product. (1) Given the product [C:1]([O:5][C:6]([NH:8][C:9]1[O:17][C:16]2[C:11](=[N:12][CH:13]=[C:14]([CH2:18][CH2:19][CH2:20][F:33])[CH:15]=2)[C:10]=1[C:22]([O:24][CH2:25][CH3:26])=[O:23])=[O:7])([CH3:4])([CH3:3])[CH3:2], predict the reactants needed to synthesize it. The reactants are: [C:1]([O:5][C:6]([NH:8][C:9]1[O:17][C:16]2[C:11](=[N:12][CH:13]=[C:14]([CH2:18][CH2:19][CH2:20]O)[CH:15]=2)[C:10]=1[C:22]([O:24][CH2:25][CH3:26])=[O:23])=[O:7])([CH3:4])([CH3:3])[CH3:2].C(N(S(F)(F)[F:33])CC)C. (2) Given the product [F:26][C:27]([F:34])([F:33])[S:28]([O-:31])(=[O:30])=[O:29].[Cl:1][C:2]1[CH:3]=[C:4]([N+:23]([O-:25])=[O:24])[C:5]([S:11][C:12]2[CH:22]=[CH:21][CH:20]=[CH:19][C:13]=2[C:14]([N:16]([CH3:18])[CH3:17])=[O:15])=[CH:6][C:7]=1[N+:8]([CH3:35])([CH3:10])[CH3:9], predict the reactants needed to synthesize it. The reactants are: [Cl:1][C:2]1[C:7]([N:8]([CH3:10])[CH3:9])=[CH:6][C:5]([S:11][C:12]2[CH:22]=[CH:21][CH:20]=[CH:19][C:13]=2[C:14]([N:16]([CH3:18])[CH3:17])=[O:15])=[C:4]([N+:23]([O-:25])=[O:24])[CH:3]=1.[F:26][C:27]([F:34])([F:33])[S:28]([O:31]C)(=[O:30])=[O:29].[CH2:35](OCC)C.